Task: Predict the reactants needed to synthesize the given product.. Dataset: Full USPTO retrosynthesis dataset with 1.9M reactions from patents (1976-2016) (1) Given the product [F:22][CH2:21][C:3]1([CH2:2][F:1])[CH:4]=[C:5]([C:6]([O:8][CH3:9])=[O:7])[C:12]2[CH:13]=[C:14]([C:17]([F:18])([F:19])[F:20])[CH:15]=[CH:16][C:11]=2[O:10]1, predict the reactants needed to synthesize it. The reactants are: [F:1][CH2:2][C:3]([CH2:21][F:22])([O:10][C:11]1[CH:16]=[CH:15][C:14]([C:17]([F:20])([F:19])[F:18])=[CH:13][CH:12]=1)[C:4]#[C:5][C:6]([O:8][CH3:9])=[O:7]. (2) Given the product [CH2:40]([O:39][C:37](=[O:38])[CH:36]=[CH:14][C@H:4]1[CH2:3][C:2]([F:16])([F:1])[CH2:6][N:5]1[C:7]([O:9][C:10]([CH3:13])([CH3:12])[CH3:11])=[O:8])[CH3:41], predict the reactants needed to synthesize it. The reactants are: [F:1][C:2]1([F:16])[CH2:6][N:5]([C:7]([O:9][C:10]([CH3:13])([CH3:12])[CH3:11])=[O:8])[C@@H:4]([CH:14]=O)[CH2:3]1.C1(P(=[CH:36][C:37]([O:39][CH2:40][CH3:41])=[O:38])(C2C=CC=CC=2)C2C=CC=CC=2)C=CC=CC=1. (3) The reactants are: [F:1][C:2]1[CH:3]=[C:4]([C:9]2[C:10]([CH:19]([NH2:21])[CH3:20])=[N:11][C:12]3[C:17]([N:18]=2)=[CH:16][CH:15]=[CH:14][CH:13]=3)[CH:5]=[C:6]([F:8])[CH:7]=1.Cl[C:23]1[N:31]=[CH:30][N:29]=[C:28]2[C:24]=1[N:25]=[CH:26][N:27]2[CH:32]1[CH2:37][CH2:36][CH2:35][CH2:34][O:33]1.CCN(C(C)C)C(C)C. Given the product [F:1][C:2]1[CH:3]=[C:4]([C:9]2[C:10]([CH:19]([NH:21][C:23]3[N:31]=[CH:30][N:29]=[C:28]4[C:24]=3[N:25]=[CH:26][N:27]4[CH:32]3[CH2:37][CH2:36][CH2:35][CH2:34][O:33]3)[CH3:20])=[N:11][C:12]3[C:17]([N:18]=2)=[CH:16][CH:15]=[CH:14][CH:13]=3)[CH:5]=[C:6]([F:8])[CH:7]=1, predict the reactants needed to synthesize it. (4) Given the product [F:24][C:25]1[CH:30]=[CH:29][C:28]([CH3:31])=[CH:27][C:26]=1[NH:32][C:33]([NH:15][C:12]1[CH:13]=[CH:14][C:9]([B:4]2[O:3][C:2]([CH3:16])([CH3:1])[C:6]([CH3:7])([CH3:8])[O:5]2)=[CH:10][CH:11]=1)=[O:34], predict the reactants needed to synthesize it. The reactants are: [CH3:1][C:2]1([CH3:16])[C:6]([CH3:8])([CH3:7])[O:5][B:4]([C:9]2[CH:14]=[CH:13][C:12]([NH2:15])=[CH:11][CH:10]=2)[O:3]1.C(N(CC)CC)C.[F:24][C:25]1[CH:30]=[CH:29][C:28]([CH3:31])=[CH:27][C:26]=1[N:32]=[C:33]=[O:34]. (5) Given the product [C:1]([O:5][C:6]([N:8]1[CH2:13][CH2:12][O:11][C:10]2[CH:14]=[C:15]([Br:18])[CH:16]=[N:17][C:9]1=2)=[O:7])([CH3:4])([CH3:2])[CH3:3], predict the reactants needed to synthesize it. The reactants are: [C:1]([O:5][C:6]([N:8]1[CH2:13][CH2:12][O:11][C:10]2[CH:14]=[CH:15][CH:16]=[N:17][C:9]1=2)=[O:7])([CH3:4])([CH3:3])[CH3:2].[Br:18]Br. (6) Given the product [CH2:30]([O:32][C:33](=[O:34])[C:35]1[CH:40]=[CH:39][C:38]([NH:41][C:42]([N:16]([C:12]2[N:11]=[C:10]([C:7]3[CH:6]=[CH:5][C:4]([CH:1]([CH3:3])[CH3:2])=[CH:9][CH:8]=3)[CH:15]=[CH:14][N:13]=2)[CH2:17][C:18]2[S:19][CH:20]=[CH:21][CH:22]=2)=[O:43])=[CH:37][CH:36]=1)[CH3:31], predict the reactants needed to synthesize it. The reactants are: [CH:1]([C:4]1[CH:9]=[CH:8][C:7]([C:10]2[CH:15]=[CH:14][N:13]=[C:12]([NH:16][CH2:17][C:18]3[S:19][CH:20]=[CH:21][CH:22]=3)[N:11]=2)=[CH:6][CH:5]=1)([CH3:3])[CH3:2].C(N(CC)CC)C.[CH2:30]([O:32][C:33]([C:35]1[CH:40]=[CH:39][C:38]([N:41]=[C:42]=[O:43])=[CH:37][CH:36]=1)=[O:34])[CH3:31]. (7) The reactants are: [CH3:1][Mg]Br.[Cl:4][C:5]1[CH:6]=[CH:7][C:8]([O:24][CH2:25][C:26]2[CH:31]=[CH:30][CH:29]=[CH:28][CH:27]=2)=[C:9]([CH2:11][N:12]2[C:16]([CH3:17])=[CH:15][C:14]([C:18](N(C)OC)=[O:19])=[N:13]2)[CH:10]=1. Given the product [Cl:4][C:5]1[CH:6]=[CH:7][C:8]([O:24][CH2:25][C:26]2[CH:27]=[CH:28][CH:29]=[CH:30][CH:31]=2)=[C:9]([CH2:11][N:12]2[C:16]([CH3:17])=[CH:15][C:14]([C:18](=[O:19])[CH3:1])=[N:13]2)[CH:10]=1, predict the reactants needed to synthesize it.